Dataset: Catalyst prediction with 721,799 reactions and 888 catalyst types from USPTO. Task: Predict which catalyst facilitates the given reaction. (1) Reactant: C([O-])(=O)C.[NH4+:5].[C:6]1([CH2:12][O:13][C:14](=[O:24])[CH2:15][C:16]2[CH2:21][CH2:20][CH2:19][C:18](=O)[C:17]=2O)[CH:11]=[CH:10][CH:9]=[CH:8][CH:7]=1.[CH:25](=O)[CH:26]([CH3:28])[CH3:27].[Cl:30][C:31]1[CH:36]=[CH:35][C:34]([C@@H:37]([NH2:39])[CH3:38])=[CH:33][CH:32]=1. Product: [C:6]1([CH2:12][O:13][C:14](=[O:24])[CH2:15][CH:16]2[C:17]3[N:39]([C@H:37]([C:34]4[CH:35]=[CH:36][C:31]([Cl:30])=[CH:32][CH:33]=4)[CH3:38])[C:25]([CH:26]([CH3:28])[CH3:27])=[N:5][C:18]=3[CH2:19][CH2:20][CH2:21]2)[CH:11]=[CH:10][CH:9]=[CH:8][CH:7]=1. The catalyst class is: 845. (2) Reactant: [Cl:1][C:2]1[CH:3]=[C:4]([CH:7]=[C:8]([Cl:31])[C:9]=1[NH:10][C:11]1[S:12][C:13]2[N:14]=[CH:15][N:16]=[C:17]([NH:20][C:21]3[CH:26]=[CH:25][C:24]([C:27]([F:30])([F:29])[F:28])=[CH:23][CH:22]=3)[C:18]=2[N:19]=1)[CH:5]=O.[NH:32]1[CH2:35][CH2:34][CH2:33]1.C(O[BH-](OC(=O)C)OC(=O)C)(=O)C.[Na+]. Product: [N:32]1([CH2:5][C:4]2[CH:3]=[C:2]([Cl:1])[C:9]([NH:10][C:11]3[S:12][C:13]4[N:14]=[CH:15][N:16]=[C:17]([NH:20][C:21]5[CH:26]=[CH:25][C:24]([C:27]([F:30])([F:29])[F:28])=[CH:23][CH:22]=5)[C:18]=4[N:19]=3)=[C:8]([Cl:31])[CH:7]=2)[CH2:35][CH2:34][CH2:33]1. The catalyst class is: 2. (3) Reactant: [NH2:1][C@@:2]1([C:9]2[CH:14]=[CH:13][CH:12]=[CH:11][C:10]=2[F:15])[CH2:6][O:5][CH2:4][C@H:3]1[CH2:7][OH:8].C1COCC1.[C:21](O[C:21]([O:23][C:24]([CH3:27])([CH3:26])[CH3:25])=[O:22])([O:23][C:24]([CH3:27])([CH3:26])[CH3:25])=[O:22].C(=O)(O)[O-].[Na+]. Product: [C:24]([O:23][C:21](=[O:22])[NH:1][C@:2]1([C:9]2[CH:14]=[CH:13][CH:12]=[CH:11][C:10]=2[F:15])[C@H:3]([CH2:7][OH:8])[CH2:4][O:5][CH2:6]1)([CH3:27])([CH3:26])[CH3:25]. The catalyst class is: 66. (4) Reactant: [Cl:1][C:2]1[CH:7]=[C:6]([C:8]2[CH:9]=[N:10][C:11]([C:14]([F:17])([F:16])[F:15])=[N:12][CH:13]=2)[N:5]=[CH:4][C:3]=1[CH2:18][OH:19].C1C=C[NH+]=CC=1.[O-][Cr](Cl)(=O)=O. Product: [Cl:1][C:2]1[CH:7]=[C:6]([C:8]2[CH:13]=[N:12][C:11]([C:14]([F:15])([F:17])[F:16])=[N:10][CH:9]=2)[N:5]=[CH:4][C:3]=1[CH:18]=[O:19]. The catalyst class is: 4.